This data is from NCI-60 drug combinations with 297,098 pairs across 59 cell lines. The task is: Regression. Given two drug SMILES strings and cell line genomic features, predict the synergy score measuring deviation from expected non-interaction effect. (1) Drug 1: CC1CCC2CC(C(=CC=CC=CC(CC(C(=O)C(C(C(=CC(C(=O)CC(OC(=O)C3CCCCN3C(=O)C(=O)C1(O2)O)C(C)CC4CCC(C(C4)OC)O)C)C)O)OC)C)C)C)OC. Drug 2: CC1CCC2CC(C(=CC=CC=CC(CC(C(=O)C(C(C(=CC(C(=O)CC(OC(=O)C3CCCCN3C(=O)C(=O)C1(O2)O)C(C)CC4CCC(C(C4)OC)OCCO)C)C)O)OC)C)C)C)OC. Cell line: HCT-15. Synergy scores: CSS=1.05, Synergy_ZIP=-0.0484, Synergy_Bliss=4.01, Synergy_Loewe=2.73, Synergy_HSA=2.42. (2) Drug 1: CNC(=O)C1=CC=CC=C1SC2=CC3=C(C=C2)C(=NN3)C=CC4=CC=CC=N4. Drug 2: CCC1(CC2CC(C3=C(CCN(C2)C1)C4=CC=CC=C4N3)(C5=C(C=C6C(=C5)C78CCN9C7C(C=CC9)(C(C(C8N6C)(C(=O)OC)O)OC(=O)C)CC)OC)C(=O)OC)O.OS(=O)(=O)O. Cell line: NCIH23. Synergy scores: CSS=29.7, Synergy_ZIP=1.73, Synergy_Bliss=3.42, Synergy_Loewe=-34.0, Synergy_HSA=2.34. (3) Drug 1: CN(CCCl)CCCl.Cl. Drug 2: C1C(C(OC1N2C=NC(=NC2=O)N)CO)O. Cell line: BT-549. Synergy scores: CSS=19.0, Synergy_ZIP=-6.63, Synergy_Bliss=1.96, Synergy_Loewe=0.781, Synergy_HSA=1.03. (4) Drug 1: CNC(=O)C1=CC=CC=C1SC2=CC3=C(C=C2)C(=NN3)C=CC4=CC=CC=N4. Drug 2: CC12CCC3C(C1CCC2=O)CC(=C)C4=CC(=O)C=CC34C. Cell line: OVCAR3. Synergy scores: CSS=30.1, Synergy_ZIP=1.94, Synergy_Bliss=-1.54, Synergy_Loewe=-8.28, Synergy_HSA=-4.17. (5) Drug 2: CC1OCC2C(O1)C(C(C(O2)OC3C4COC(=O)C4C(C5=CC6=C(C=C35)OCO6)C7=CC(=C(C(=C7)OC)O)OC)O)O. Drug 1: CC(CN1CC(=O)NC(=O)C1)N2CC(=O)NC(=O)C2. Cell line: ACHN. Synergy scores: CSS=74.3, Synergy_ZIP=11.6, Synergy_Bliss=11.9, Synergy_Loewe=15.0, Synergy_HSA=17.6. (6) Drug 1: C1=C(C(=O)NC(=O)N1)N(CCCl)CCCl. Synergy scores: CSS=22.8, Synergy_ZIP=-6.02, Synergy_Bliss=2.65, Synergy_Loewe=2.48, Synergy_HSA=5.60. Drug 2: C(=O)(N)NO. Cell line: HCC-2998. (7) Drug 1: CCC(=C(C1=CC=CC=C1)C2=CC=C(C=C2)OCCN(C)C)C3=CC=CC=C3.C(C(=O)O)C(CC(=O)O)(C(=O)O)O. Drug 2: CC1=C(N=C(N=C1N)C(CC(=O)N)NCC(C(=O)N)N)C(=O)NC(C(C2=CN=CN2)OC3C(C(C(C(O3)CO)O)O)OC4C(C(C(C(O4)CO)O)OC(=O)N)O)C(=O)NC(C)C(C(C)C(=O)NC(C(C)O)C(=O)NCCC5=NC(=CS5)C6=NC(=CS6)C(=O)NCCC[S+](C)C)O. Cell line: SR. Synergy scores: CSS=68.4, Synergy_ZIP=2.41, Synergy_Bliss=1.90, Synergy_Loewe=-13.9, Synergy_HSA=0.416. (8) Drug 1: CC1C(C(CC(O1)OC2CC(CC3=C2C(=C4C(=C3O)C(=O)C5=C(C4=O)C(=CC=C5)OC)O)(C(=O)CO)O)N)O.Cl. Drug 2: N.N.Cl[Pt+2]Cl. Cell line: UACC62. Synergy scores: CSS=57.3, Synergy_ZIP=-6.75, Synergy_Bliss=-2.13, Synergy_Loewe=0.682, Synergy_HSA=1.41.